Dataset: Forward reaction prediction with 1.9M reactions from USPTO patents (1976-2016). Task: Predict the product of the given reaction. (1) Given the reactants Cl[C:2]1[N:7]=[C:6]([NH:8][CH:9]2[CH2:23][CH:12]3[CH2:13][N:14](C(OC(C)(C)C)=O)[CH2:15][CH:11]3[CH2:10]2)[C:5]([Cl:24])=[CH:4][N:3]=1.Cl.[CH3:26][N:27]1[C:31]([CH3:32])=[C:30]([NH2:33])[CH:29]=[N:28]1.FC(F)(F)C(O)=O.C([O-])([O-])=O.[Na+].[Na+], predict the reaction product. The product is: [Cl:24][C:5]1[C:6]([NH:8][CH:9]2[CH2:10][CH:11]3[CH2:15][NH:14][CH2:13][CH:12]3[CH2:23]2)=[N:7][C:2]([NH:33][C:30]2[CH:29]=[N:28][N:27]([CH3:26])[C:31]=2[CH3:32])=[N:3][CH:4]=1. (2) The product is: [OH:8][CH2:9][CH:10]([O:44][C:45]([C:60]1[CH:61]=[CH:62][CH:63]=[CH:64][CH:65]=1)([C:54]1[CH:59]=[CH:58][CH:57]=[CH:56][CH:55]=1)[C:46]1[CH:51]=[CH:50][CH:49]=[C:48]([O:52][CH3:53])[CH:47]=1)[CH2:11][CH2:12][N:13]1[CH:21]=[N:20][C:19]2[C:14]1=[N:15][C:16]([C:25]([C:38]1[CH:43]=[CH:42][CH:41]=[CH:40][CH:39]=1)([C:26]1[CH:31]=[CH:30][CH:29]=[CH:28][CH:27]=1)[C:32]1[CH:33]=[CH:34][CH:35]=[CH:36][CH:37]=1)=[N:17][C:18]=2[NH:22][O:23][CH3:24]. Given the reactants [Si]([O:8][CH2:9][CH:10]([O:44][C:45]([C:60]1[CH:65]=[CH:64][CH:63]=[CH:62][CH:61]=1)([C:54]1[CH:59]=[CH:58][CH:57]=[CH:56][CH:55]=1)[C:46]1[CH:51]=[CH:50][CH:49]=[C:48]([O:52][CH3:53])[CH:47]=1)[CH2:11][CH2:12][N:13]1[CH:21]=[N:20][C:19]2[C:14]1=[N:15][C:16]([C:25]([C:38]1[CH:43]=[CH:42][CH:41]=[CH:40][CH:39]=1)([C:32]1[CH:37]=[CH:36][CH:35]=[CH:34][CH:33]=1)[C:26]1[CH:31]=[CH:30][CH:29]=[CH:28][CH:27]=1)=[N:17][C:18]=2[NH:22][O:23][CH3:24])(C(C)(C)C)(C)C.[F-].C([N+](CCCC)(CCCC)CCCC)CCC, predict the reaction product.